Dataset: Catalyst prediction with 721,799 reactions and 888 catalyst types from USPTO. Task: Predict which catalyst facilitates the given reaction. (1) Reactant: [Cl:1][C:2]1[CH:7]=[CH:6][C:5]([NH:8][C:9](=[O:17])[CH2:10][C:11]2[CH:16]=[CH:15][CH:14]=[CH:13][CH:12]=2)=[CH:4][CH:3]=1.C([O:20][C:21](=O)[C:22](OCC)=[O:23])C.CC(C)([O-])C.[K+]. Product: [Cl:1][C:2]1[CH:3]=[CH:4][C:5]([N:8]2[C:9](=[O:17])[C:10]([C:11]3[CH:12]=[CH:13][CH:14]=[CH:15][CH:16]=3)=[C:22]([OH:23])[C:21]2=[O:20])=[CH:6][CH:7]=1. The catalyst class is: 6. (2) Reactant: [CH:1]1([NH:7][C:8]2[CH:17]=[C:16]3[C:11]([C:12](=[O:38])[C:13]([C:23]([NH:25][C@H:26]([CH2:31][C:32]4[CH:33]=[N:34][CH:35]=[CH:36][CH:37]=4)[C:27]([O:29][CH3:30])=[O:28])=[O:24])=[CH:14][N:15]3[CH:18]([CH2:21][CH3:22])[CH2:19][CH3:20])=[CH:10][C:9]=2[F:39])[CH2:6][CH2:5][CH2:4][CH2:3][CH2:2]1.[ClH:40].CCOC(C)=O. Product: [ClH:40].[CH:1]1([NH:7][C:8]2[CH:17]=[C:16]3[C:11]([C:12](=[O:38])[C:13]([C:23]([NH:25][C@H:26]([CH2:31][C:32]4[CH:33]=[N:34][CH:35]=[CH:36][CH:37]=4)[C:27]([O:29][CH3:30])=[O:28])=[O:24])=[CH:14][N:15]3[CH:18]([CH2:19][CH3:20])[CH2:21][CH3:22])=[CH:10][C:9]=2[F:39])[CH2:6][CH2:5][CH2:4][CH2:3][CH2:2]1. The catalyst class is: 25. (3) Reactant: [Cl:1][C:2]1[CH:20]=[CH:19][C:5]([C:6]2[CH:11]=[C:10]([CH2:12][CH3:13])[C:9](B(O)O)=[C:8]([CH2:17][CH3:18])[CH:7]=2)=[CH:4][CH:3]=1.[C:21]([O-:24])(=[O:23])[CH3:22].[C:25]([O-:28])(=[O:27])[CH3:26].[C:29]([O-:32])(=[O:31])[CH3:30].C([O-])(=O)C.[Pb+4:37].CCCCCC.C(=O)([O-])[O-].[K+].[K+]. The catalyst class is: 22. Product: [C:21]([O-:24])(=[O:23])[CH3:22].[C:25]([O-:28])(=[O:27])[CH3:26].[C:29]([O-:32])(=[O:31])[CH3:30].[Cl:1][C:2]1[CH:20]=[CH:19][C:5]([C:6]2[CH:11]=[C:10]([CH2:12][CH3:13])[C:9]([Pb+3:37])=[C:8]([CH2:17][CH3:18])[CH:7]=2)=[CH:4][CH:3]=1.